This data is from Full USPTO retrosynthesis dataset with 1.9M reactions from patents (1976-2016). The task is: Predict the reactants needed to synthesize the given product. (1) Given the product [O:6]1[CH2:11][CH2:10][CH2:9][CH2:8][CH:7]1[N:1]1[CH:5]=[CH:4][CH:3]=[N:2]1, predict the reactants needed to synthesize it. The reactants are: [NH:1]1[CH:5]=[CH:4][CH:3]=[N:2]1.[O:6]1[CH:11]=[CH:10][CH2:9][CH2:8][CH2:7]1.C(O)(C(F)(F)F)=O. (2) Given the product [ClH:38].[CH3:1][C:2]1[N:3]=[CH:4][O:5][C:6]=1[CH2:7][N:8]1[C:13]2[CH:14]=[C:15]([C:17]3[CH:18]=[CH:19][CH:20]=[CH:21][CH:22]=3)[S:16][C:12]=2[C:11](=[O:23])[N:10]([CH:24]2[CH2:29][CH2:28][NH:27][CH2:26][CH2:25]2)[C:9]1=[O:37], predict the reactants needed to synthesize it. The reactants are: [CH3:1][C:2]1[N:3]=[CH:4][O:5][C:6]=1[CH2:7][N:8]1[C:13]2[CH:14]=[C:15]([C:17]3[CH:22]=[CH:21][CH:20]=[CH:19][CH:18]=3)[S:16][C:12]=2[C:11](=[O:23])[N:10]([CH:24]2[CH2:29][CH2:28][N:27](C(OC(C)(C)C)=O)[CH2:26][CH2:25]2)[C:9]1=[O:37].[ClH:38]. (3) Given the product [S:2]([O-:6])([O-:4])=[O:3].[Mg+2:1].[OH-:9].[Mg+2:1].[OH-:18].[S:7](=[O:10])=[O:9], predict the reactants needed to synthesize it. The reactants are: [Mg:1].[S:2](=[O:6])(=S)([OH:4])[OH:3].[S:7]([O-])([O-:10])(=[O:9])=S.[Na+].[Na+].[Cl-].[Mg+2].[Cl-].S([O-])([O-])=[O:18].[Mg+2].[S]. (4) Given the product [CH2:1]([O:3][C:4](=[O:18])[CH2:5][C:6]1[N:14]2[C:9]([CH:10]=[C:11]([C:15]#[N:16])[CH:12]=[CH:13]2)=[C:8]([S:30][C:27]2[CH:26]=[CH:25][C:24]([S:21](=[O:23])(=[O:22])[NH:20][CH3:19])=[CH:29][CH:28]=2)[C:7]=1[CH3:17])[CH3:2], predict the reactants needed to synthesize it. The reactants are: [CH2:1]([O:3][C:4](=[O:18])[CH2:5][C:6]1[N:14]2[C:9]([CH:10]=[C:11]([C:15]#[N:16])[CH:12]=[CH:13]2)=[CH:8][C:7]=1[CH3:17])[CH3:2].[CH3:19][NH:20][S:21]([C:24]1[CH:29]=[CH:28][C:27]([S:30][S:30][C:27]2[CH:26]=[CH:25][C:24]([S:21]([NH:20][CH3:19])(=[O:23])=[O:22])=[CH:29][CH:28]=2)=[CH:26][CH:25]=1)(=[O:23])=[O:22]. (5) Given the product [CH:18]1[C:13]2[CH2:12][CH2:11][C:10]3[CH:19]=[CH:20][CH:21]=[CH:22][C:9]=3[CH:8]([NH:7][CH2:5][CH2:4][NH2:1])[C:14]=2[CH:15]=[CH:16][CH:17]=1, predict the reactants needed to synthesize it. The reactants are: [N:1]([CH2:4][C:5]([NH:7][CH:8]1[C:14]2[CH:15]=[CH:16][CH:17]=[CH:18][C:13]=2[CH2:12][CH2:11][C:10]2[CH:19]=[CH:20][CH:21]=[CH:22][C:9]1=2)=O)=[N+]=[N-].B.C1COCC1.Cl.[OH-].[Na+]. (6) Given the product [OH:33][CH2:32][CH2:31][N:18]1[CH:17]([C:10]2[C:11]3[C:16](=[CH:15][CH:14]=[CH:13][CH:12]=3)[N:8]([CH2:7][C:6]([OH:29])=[O:5])[C:9]=2[CH3:28])[C:21]2[CH:22]=[CH:23][CH:24]=[CH:25][C:20]=2[S:19]1(=[O:27])=[O:26], predict the reactants needed to synthesize it. The reactants are: C([O:5][C:6](=[O:29])[CH2:7][N:8]1[C:16]2[C:11](=[CH:12][CH:13]=[CH:14][CH:15]=2)[C:10]([CH:17]2[C:21]3[CH:22]=[CH:23][CH:24]=[CH:25][C:20]=3[S:19](=[O:27])(=[O:26])[NH:18]2)=[C:9]1[CH3:28])(C)(C)C.Br[CH2:31][CH2:32][OH:33]. (7) Given the product [CH3:1][N:2]1[C:6]([CH:7]2[C:16]3=[N:30][NH:31][C:18](=[O:20])[C:14]4[CH:13]=[CH:12][CH:11]=[C:10]([C:15]=43)[NH:9][CH:8]2[C:23]2[CH:28]=[CH:27][CH:26]=[CH:25][CH:24]=2)=[CH:5][N:4]=[CH:3]1, predict the reactants needed to synthesize it. The reactants are: [CH3:1][N:2]1[C:6]([CH:7]2[C:16](=O)[C:15]3[C:14]([C:18]([O:20]CC)=O)=[CH:13][CH:12]=[CH:11][C:10]=3[NH:9][CH:8]2[C:23]2[CH:28]=[CH:27][CH:26]=[CH:25][CH:24]=2)=[CH:5][N:4]=[CH:3]1.O.[NH2:30][NH2:31]. (8) Given the product [F:28][C:20]1[CH:19]=[C:18]([C:16]([NH:15][C:6]2([C:4]([OH:5])=[O:3])[CH2:7][C:8]3[C:13](=[CH:12][CH:11]=[CH:10][CH:9]=3)[CH2:14]2)=[O:17])[C:27]2[O:26][CH2:25][O:24][CH2:23][C:22]=2[CH:21]=1, predict the reactants needed to synthesize it. The reactants are: C([O:3][C:4]([C:6]1([NH:15][C:16]([C:18]2[C:27]3[O:26][CH2:25][O:24][CH2:23][C:22]=3[CH:21]=[C:20]([F:28])[CH:19]=2)=[O:17])[CH2:14][C:13]2[C:8](=[CH:9][CH:10]=[CH:11][CH:12]=2)[CH2:7]1)=[O:5])C.[OH-].[K+].O.